Predict which catalyst facilitates the given reaction. From a dataset of Catalyst prediction with 721,799 reactions and 888 catalyst types from USPTO. (1) Reactant: [CH3:1][N:2]1[C:6]2=[CH:7][N:8]=[CH:9][C:10]([C:11]#[C:12][C:13]3[CH:14]=[C:15]([NH2:19])[CH:16]=[CH:17][CH:18]=3)=[C:5]2[CH:4]=[N:3]1.[C:20]1([N:26]=[C:27]=[O:28])[CH:25]=[CH:24][CH:23]=[CH:22][CH:21]=1. Product: [CH3:1][N:2]1[C:6]2=[CH:7][N:8]=[CH:9][C:10]([C:11]#[C:12][C:13]3[CH:14]=[C:15]([NH:19][C:27]([NH:26][C:20]4[CH:25]=[CH:24][CH:23]=[CH:22][CH:21]=4)=[O:28])[CH:16]=[CH:17][CH:18]=3)=[C:5]2[CH:4]=[N:3]1. The catalyst class is: 2. (2) Reactant: [O:1]1[C:5]([C:6]2[CH:43]=[CH:42][C:9]([O:10][C:11]3[C:12]([CH:34]4[CH2:38][CH2:37][CH2:36][N:35]4[C:39](=[O:41])[CH3:40])=[CH:13][C:14]4[N:18](COCC[Si](C)(C)C)[C:17]([C:27]5[CH:32]=[CH:31][CH:30]=[CH:29][N:28]=5)=[N:16][C:15]=4[CH:33]=3)=[CH:8][CH:7]=2)=[CH:4][N:3]=[CH:2]1. Product: [O:1]1[C:5]([C:6]2[CH:7]=[CH:8][C:9]([O:10][C:11]3[C:12]([CH:34]4[CH2:38][CH2:37][CH2:36][N:35]4[C:39](=[O:41])[CH3:40])=[CH:13][C:14]4[NH:18][C:17]([C:27]5[CH:32]=[CH:31][CH:30]=[CH:29][N:28]=5)=[N:16][C:15]=4[CH:33]=3)=[CH:42][CH:43]=2)=[CH:4][N:3]=[CH:2]1. The catalyst class is: 55. (3) Product: [CH3:29][C:22]1[CH2:23][CH2:24][C@@H:25]([C:26]([CH3:28])=[CH2:27])[CH:20]([C:3]2[C:2](=[O:1])[CH:14]=[C:13]([CH2:15][CH2:16][CH2:17][CH2:18][CH3:19])[C:12](=[O:31])[C:4]=2[O:5][CH2:6][C:7]([O:9][CH2:10][CH3:11])=[O:8])[CH:21]=1. Reactant: [OH:1][C:2]1[C:3]([CH:20]2[C@H:25]([C:26]([CH3:28])=[CH2:27])[CH2:24][CH2:23][C:22]([CH3:29])=[CH:21]2)=[C:4]([CH:12]=[C:13]([CH2:15][CH2:16][CH2:17][CH2:18][CH3:19])[CH:14]=1)[O:5][CH2:6][C:7]([O:9][CH2:10][CH3:11])=[O:8].C([O-])(O)=[O:31].[Na+]. The catalyst class is: 47.